Dataset: Forward reaction prediction with 1.9M reactions from USPTO patents (1976-2016). Task: Predict the product of the given reaction. (1) Given the reactants [O:1]1[CH:6]2[CH2:7][NH:8][CH2:9][CH:5]2[O:4][CH2:3][CH2:2]1.[F:10][C:11]1[CH:16]=[CH:15][C:14]([NH:17][C:18]2[C:27]3[C:22](=[CH:23][C:24]([O:33][CH3:34])=[C:25]([O:28][CH2:29][CH2:30][CH2:31]Cl)[CH:26]=3)[N:21]=[CH:20][N:19]=2)=[CH:13][CH:12]=1.C([O-])([O-])=O.[K+].[K+], predict the reaction product. The product is: [F:10][C:11]1[CH:12]=[CH:13][C:14]([NH:17][C:18]2[C:27]3[C:22](=[CH:23][C:24]([O:33][CH3:34])=[C:25]([O:28][CH2:29][CH2:30][CH2:31][N:8]4[CH2:7][CH:6]5[O:1][CH2:2][CH2:3][O:4][CH:5]5[CH2:9]4)[CH:26]=3)[N:21]=[CH:20][N:19]=2)=[CH:15][CH:16]=1. (2) Given the reactants C[O:2][C:3](=[O:27])[C:4]1[CH:9]=[CH:8][CH:7]=[CH:6][C:5]=1[NH:10][C:11](=[O:26])[C:12]1[CH:17]=[CH:16][C:15]([O:18][CH2:19][C:20]2[CH:25]=[CH:24][CH:23]=[CH:22][CH:21]=2)=[CH:14][CH:13]=1.O.[OH-].[Li+].Cl, predict the reaction product. The product is: [CH2:19]([O:18][C:15]1[CH:16]=[CH:17][C:12]([C:11]([NH:10][C:5]2[CH:6]=[CH:7][CH:8]=[CH:9][C:4]=2[C:3]([OH:27])=[O:2])=[O:26])=[CH:13][CH:14]=1)[C:20]1[CH:21]=[CH:22][CH:23]=[CH:24][CH:25]=1. (3) Given the reactants F[C:2]1[CH:7]=[CH:6][CH:5]=[CH:4][C:3]=1[N+:8]([O-:10])=[O:9].[NH2:11][CH2:12][CH2:13][C:14]([CH3:17])([OH:16])[CH3:15].C(N(CC)CC)C, predict the reaction product. The product is: [CH3:15][C:14]([OH:16])([CH2:13][CH2:12][NH:11][C:2]1[CH:7]=[CH:6][CH:5]=[CH:4][C:3]=1[N+:8]([O-:10])=[O:9])[CH3:17]. (4) Given the reactants [CH3:1][CH:2]([C:4]1[N:8]([CH2:9][CH2:10][C@@H:11]([OH:19])[CH2:12][C@@H:13]([OH:18])[CH2:14][C:15]([O-:17])=[O:16])[C:7]([C:20]2[CH:21]=[CH:22][C:23]([F:26])=[CH:24][CH:25]=2)=[C:6]([C:27]2[CH:28]=[CH:29][CH:30]=[CH:31][CH:32]=2)[C:5]=1[C:33]([NH:35][C:36]1[CH:37]=[CH:38][CH:39]=[CH:40][CH:41]=1)=[O:34])[CH3:3].[CH3:3][CH:2]([C:4]1[N:8]([CH2:9][CH2:10][C@@H:11]([OH:19])[CH2:12][C@@H:13]([OH:18])[CH2:14][C:15]([O-:17])=[O:16])[C:7]([C:20]2[CH:25]=[CH:24][C:23]([F:26])=[CH:22][CH:21]=2)=[C:6]([C:27]2[CH:32]=[CH:31][CH:30]=[CH:29][CH:28]=2)[C:5]=1[C:33]([NH:35][C:36]1[CH:41]=[CH:40][CH:39]=[CH:38][CH:37]=1)=[O:34])[CH3:1].[Ca+2].O.C(#N)C, predict the reaction product. The product is: [CH3:3][CH:2]([C:4]1[N:8]([CH2:9][CH2:10][C@@H:11]([OH:19])[CH2:12][C@@H:13]([OH:18])[CH2:14][C:15]([OH:17])=[O:16])[C:7]([C:20]2[CH:25]=[CH:24][C:23]([F:26])=[CH:22][CH:21]=2)=[C:6]([C:27]2[CH:32]=[CH:31][CH:30]=[CH:29][CH:28]=2)[C:5]=1[C:33]([NH:35][C:36]1[CH:41]=[CH:40][CH:39]=[CH:38][CH:37]=1)=[O:34])[CH3:1]. (5) Given the reactants C(=O)(O)O.[NH2:5][C:6]([NH2:8])=[NH:7].C(N(C(C)C)CC)(C)C.[Br:18][C:19]1[CH:20]=[CH:21][C:22](F)=[C:23]([CH:26]=1)[CH:24]=O, predict the reaction product. The product is: [NH2:7][C:6]1[N:8]=[CH:24][C:23]2[C:22](=[CH:21][CH:20]=[C:19]([Br:18])[CH:26]=2)[N:5]=1. (6) Given the reactants [CH2:1]([O:8][C:9]1[CH:28]=[C:27]([O:29][CH2:30][C:31]2[CH:36]=[CH:35][CH:34]=[CH:33][CH:32]=2)[C:26]([CH:37]([CH3:39])[CH3:38])=[CH:25][C:10]=1[C:11]([N:13]1[CH2:21][C:20]2[C:15](=[CH:16][CH:17]=[C:18]([C:22]([OH:24])=O)[CH:19]=2)[CH2:14]1)=[O:12])C1C=CC=CC=1.C(Cl)CCl.[CH:44]1[CH:45]=[CH:46][C:47]2N(O)N=N[C:48]=2[CH:49]=1.CCN(CC)CC.Cl.[CH3:62][NH:63][O:64][CH3:65], predict the reaction product. The product is: [CH3:65][O:64][N:63]([CH3:62])[C:22]([C:18]1[CH:19]=[C:20]2[C:15](=[CH:16][CH:17]=1)[CH2:14][N:13]([C:11](=[O:12])[C:10]1[CH:25]=[C:26]([CH:37]([CH3:39])[CH3:38])[C:27]([O:29][CH2:30][C:31]3[CH:32]=[CH:33][CH:34]=[CH:35][CH:36]=3)=[CH:28][C:9]=1[O:8][CH2:1][C:49]1[CH:44]=[CH:45][CH:46]=[CH:47][CH:48]=1)[CH2:21]2)=[O:24]. (7) The product is: [CH3:1][C:2]([CH3:21])([CH2:12][C:13]1[CH:18]=[CH:17][N:16]=[C:15]([C:19]2[S:25][C:24]3[CH:26]=[CH:27][CH:28]=[CH:29][C:23]=3[C:22](=[O:30])[N:20]=2)[CH:14]=1)[C:3]([O:5][CH2:6][CH2:7][Si:8]([CH3:10])([CH3:9])[CH3:11])=[O:4]. Given the reactants [CH3:1][C:2]([CH3:21])([CH2:12][C:13]1[CH:18]=[CH:17][N:16]=[C:15]([C:19]#[N:20])[CH:14]=1)[C:3]([O:5][CH2:6][CH2:7][Si:8]([CH3:11])([CH3:10])[CH3:9])=[O:4].[C:22](OC)(=[O:30])[C:23]1[C:24](=[CH:26][CH:27]=[CH:28][CH:29]=1)[SH:25].C(N(CC)CC)C, predict the reaction product.